From a dataset of Forward reaction prediction with 1.9M reactions from USPTO patents (1976-2016). Predict the product of the given reaction. (1) Given the reactants Br[C:2]1[C:3]([F:28])=[C:4]([N:8]2[CH:13]=[C:12]([O:14][CH3:15])[C:11](=[O:16])[C:10]([C:17]3[N:21]([C:22]4[CH:27]=[CH:26][CH:25]=[CH:24][CH:23]=4)[N:20]=[CH:19][CH:18]=3)=[N:9]2)[CH:5]=[CH:6][CH:7]=1.Cl.[F:30][C:31]1([F:36])[CH2:35][CH2:34][NH:33][CH2:32]1.O(C(C)(C)C)[Na].CC1(C)C2C(=C(P(C3C=CC=CC=3)C3C=CC=CC=3)C=CC=2)OC2C(P(C3C=CC=CC=3)C3C=CC=CC=3)=CC=CC1=2, predict the reaction product. The product is: [F:30][C:31]1([F:36])[CH2:35][CH2:34][N:33]([C:2]2[C:3]([F:28])=[C:4]([N:8]3[CH:13]=[C:12]([O:14][CH3:15])[C:11](=[O:16])[C:10]([C:17]4[N:21]([C:22]5[CH:27]=[CH:26][CH:25]=[CH:24][CH:23]=5)[N:20]=[CH:19][CH:18]=4)=[N:9]3)[CH:5]=[CH:6][CH:7]=2)[CH2:32]1. (2) Given the reactants [C:1]1([C:7]2[C:12]3[S:13][C:14]4[CH:19]=[CH:18][CH:17]=[CH:16][C:15]=4[C:11]=3[CH:10]=[CH:9][CH:8]=2)[CH:6]=[CH:5][CH:4]=[CH:3][CH:2]=1.[Li]CCCC.[B:25](OC)([O:28]C)[O:26]C.Cl, predict the reaction product. The product is: [C:1]1([C:7]2[C:12]3[S:13][C:14]4[C:19]([B:25]([OH:28])[OH:26])=[CH:18][CH:17]=[CH:16][C:15]=4[C:11]=3[CH:10]=[CH:9][CH:8]=2)[CH:2]=[CH:3][CH:4]=[CH:5][CH:6]=1. (3) Given the reactants Br[C:2]1[CH:3]=[C:4]2[C:9](=[CH:10][CH:11]=1)[N:8]=[C:7]([NH:12][C:13]([CH:15]1[CH2:20][CH2:19][CH2:18][CH2:17][CH2:16]1)=[O:14])[CH:6]=[CH:5]2.[B:21]1([B:21]2[O:25][C:24]([CH3:27])([CH3:26])[C:23]([CH3:29])([CH3:28])[O:22]2)[O:25][C:24]([CH3:27])([CH3:26])[C:23]([CH3:29])([CH3:28])[O:22]1.C([O-])(=O)C.[K+].N#N.C(Cl)Cl, predict the reaction product. The product is: [CH3:28][C:23]1([CH3:29])[C:24]([CH3:27])([CH3:26])[O:25][B:21]([C:2]2[CH:3]=[C:4]3[C:9](=[CH:10][CH:11]=2)[N:8]=[C:7]([NH:12][C:13]([CH:15]2[CH2:20][CH2:19][CH2:18][CH2:17][CH2:16]2)=[O:14])[CH:6]=[CH:5]3)[O:22]1. (4) Given the reactants C([O:4][C@H:5]1[C@@H:10]([O:11]C(=O)C)[C@H:9]([O:15]C(=O)C)[C@@H:8]([CH2:19][O:20]C(=O)C)[O:7][C@@H:6]1[O:24][C:25]1[CH:30]=[CH:29][C:28]([C:31]2[CH:32]=[C:33]([CH:38]=[CH:39][CH:40]=2)[C:34]([O:36][CH3:37])=[O:35])=[CH:27][CH:26]=1)(=O)C.C[O-].[Na+], predict the reaction product. The product is: [OH:4][C@H:5]1[C@@H:10]([OH:11])[C@H:9]([OH:15])[C@@H:8]([CH2:19][OH:20])[O:7][C@@H:6]1[O:24][C:25]1[CH:26]=[CH:27][C:28]([C:31]2[CH:32]=[C:33]([CH:38]=[CH:39][CH:40]=2)[C:34]([O:36][CH3:37])=[O:35])=[CH:29][CH:30]=1. (5) Given the reactants [N+:1]([O:4][CH2:5][CH2:6][CH2:7][O:8][C:9]1[CH:19]=[CH:18][C:12]([C:13]([O:15][CH2:16]Cl)=[O:14])=[CH:11][CH:10]=1)([O-:3])=[O:2].[C:20]([O:23][C:24]1[CH:32]=[CH:31][CH:30]=[CH:29][C:25]=1[C:26]([OH:28])=[O:27])(=[O:22])[CH3:21].CCN(CC)CC, predict the reaction product. The product is: [C:20]([O:23][C:24]1[CH:32]=[CH:31][CH:30]=[CH:29][C:25]=1[C:26]([O:28][CH2:16][O:15][C:13](=[O:14])[C:12]1[CH:18]=[CH:19][C:9]([O:8][CH2:7][CH2:6][CH2:5][O:4][N+:1]([O-:3])=[O:2])=[CH:10][CH:11]=1)=[O:27])(=[O:22])[CH3:21]. (6) Given the reactants [Cl:1][CH2:2][C:3]1[CH:8]=[CH:7][C:6]([CH2:9]Cl)=[CH:5][CH:4]=1.[Cl:11][SiH:12]([Cl:14])[Cl:13], predict the reaction product. The product is: [Cl:1][CH2:2][C:3]1[CH:8]=[CH:7][C:6]([CH2:9][Si:12]([Cl:14])([Cl:13])[Cl:11])=[CH:5][CH:4]=1.[Cl:11][Si:12]([CH2:2][C:3]1[CH:8]=[CH:7][C:6]([CH2:9][Si:12]([Cl:14])([Cl:13])[Cl:11])=[CH:5][CH:4]=1)([Cl:14])[Cl:13].